The task is: Predict the reactants needed to synthesize the given product.. This data is from Full USPTO retrosynthesis dataset with 1.9M reactions from patents (1976-2016). (1) Given the product [CH3:12][O:11][C:3]1[CH:4]=[C:5]([C:8](=[O:10])[CH3:9])[CH:6]=[CH:7][C:2]=1[O:1][CH2:21][C:22]1[CH:27]=[N:26][C:25]([O:28][CH3:29])=[CH:24][CH:23]=1, predict the reactants needed to synthesize it. The reactants are: [OH:1][C:2]1[CH:7]=[CH:6][C:5]([C:8](=[O:10])[CH3:9])=[CH:4][C:3]=1[O:11][CH3:12].C(=O)([O-])[O-].[K+].[K+].Cl.Cl[CH2:21][C:22]1[CH:23]=[CH:24][C:25]([O:28][CH3:29])=[N:26][CH:27]=1. (2) The reactants are: [NH2:1][C:2]1[CH:7]=[C:6]([CH3:8])[CH:5]=[CH:4][C:3]=1[OH:9].[C:10]([O:14][C:15](=O)[O:16]C(C)(C)C)([CH3:13])([CH3:12])[CH3:11].C(=O)(O)[O-].[Na+]. Given the product [C:10]([O:14][C:15](=[O:16])[NH:1][C:2]1[CH:7]=[C:6]([CH3:8])[CH:5]=[CH:4][C:3]=1[OH:9])([CH3:13])([CH3:12])[CH3:11], predict the reactants needed to synthesize it. (3) The reactants are: C(OC([NH:11][NH:12][CH:13]1[CH2:19][O:18][CH2:17][CH2:16][N:15]([C:20]([O:22][C:23]([CH3:26])([CH3:25])[CH3:24])=[O:21])[CH2:14]1)=O)C1C=CC=CC=1. Given the product [NH:12]([CH:13]1[CH2:19][O:18][CH2:17][CH2:16][N:15]([C:20]([O:22][C:23]([CH3:26])([CH3:25])[CH3:24])=[O:21])[CH2:14]1)[NH2:11], predict the reactants needed to synthesize it. (4) Given the product [CH:15]1[CH:16]=[C:17]2[C:44]([C:37]([OH:48])([OH:36])[C:21](=[O:52])[C:18]2=[CH:19][CH:20]=1)=[O:50], predict the reactants needed to synthesize it. The reactants are: [H-].[Al+3].[Li+].C(O[C:15]1[CH:20]=[CH:19][C:18]([CH2:21]N)=[CH:17][CH:16]=1)CCCCCCCCC.[H-].[H-].[H-].C([O:36][C:37]1[CH:44]=CC(C#N)=CC=1)CCCCCCCCC.C1C[O:48]CC1.[OH-:50].[Na+].[OH2:52].